Dataset: Experimentally validated miRNA-target interactions with 360,000+ pairs, plus equal number of negative samples. Task: Binary Classification. Given a miRNA mature sequence and a target amino acid sequence, predict their likelihood of interaction. (1) The miRNA is cel-miR-797-5p with sequence UAUCACAGCAAUCACAAUGAGAAGA. The protein sequence of the target gene is MADENQEIGGIHFPFPFPPYPIQKDFMAELYKVLEGGKIGIFESPTGTGKSLSLICGALSWLRDFEKKKLQAEALLLAPGSGPPSSEKNSLLTSSSCQEPTDTPRPAGEPDWVTEFVQKKEERDLVERLREEQVRRRKREERLKEVCQDGRLRFAAKRTKHEEEETEALLRLSREMLDAGTGPEQLEQLECGEEHLVLAEYESDEERRGSRVDEAEDDLEEEHITKIYYCSRTHSQLAQFVREVLKSPFGKETRLVSLGSRQTLCVNEDVKNLGSVQLMNDRCVDMQRSKREKNGTGEDK.... Result: 0 (no interaction). (2) The miRNA is ssc-miR-27b-3p with sequence UUCACAGUGGCUAAGUUCUGC. The protein sequence of the target gene is MPGGGPEMDDYMETLKDEEDALWENVECNRHMLSRYINPAKLTPYLRQCKVIDEQDEDEVLNAPMLPSKINRAGRLLDILHTKGQRGYVVFLESLEFYYPELYKLVTGKEPTRRFSTIVVEEGHEGLTHFLMNEVIKLQQQMKAKDLQRCELLARLRQLEDEKKQMTLTRVELLTFQERYYKMKEERDSYNDELVKVKDDNYNLAMRYAQLSEEKNMAVMRSRDLQLEIDQLKHRLNKMEEECKLERNQSLKLKNDIENRPKKEQVLELERENEMLKTKNQELQSIIQAGKRSLPDSDKA.... Result: 0 (no interaction). (3) The miRNA is hsa-miR-378e with sequence ACUGGACUUGGAGUCAGGA. The protein sequence of the target gene is MGMSSLKLLKYVLFIFNLLFWVCGCCILGFGIYFLVQNTYGVLFRNLPFLTLGNILVIVGSIIMVVAFLGCMGSIKENKCLLMSFFVLLLIILLAEVTIAILLFVYEQKLNTLVAEGLNDSIQHYHSDNSTMKAWDFIQTQLQCCGVNGSSDWTSGPPSSCPSGADVQGCYNKAKSWFHSNFLYIGIITICVCVIQVLGMSFALTLNCQIDKTSQALGL. Result: 0 (no interaction). (4) The miRNA is dre-let-7a with sequence UGAGGUAGUAGGUUGUAUAGUU. The protein sequence of the target gene is MDSYVIQTDVDDSLSSVLDVHVNIGGRNSVQGRKKGRKARWDVRPSDMSNKTFNPIRAIVDNMKVQPNPNKTVISLSIGDPTVFGNLPTDPEVTQAMKDALDSGKYNGYAPSIGYLSSREEVASYYHCHEAPLEAKDVILTSGCSQAIELCLAVLANPGQNILIPRPGFSLYRTLAESMGIEVKLYNLLPEKSWEIDLKQLESLIDEKTACLVVNNPSNPCGSVFSKRHLQKILAVAERQCVPILADEIYGDMVFSDCKYEPLANLSTNVPILSCGGLAKRWLVPGWRLGWILIHDRRDI.... Result: 0 (no interaction). (5) The miRNA is hsa-miR-590-5p with sequence GAGCUUAUUCAUAAAAGUGCAG. The protein sequence of the target gene is MPLHKYPVWLWKRLQLREGICSRLPGHYLRSLEEERTPTPVHYRPHGAKFKINPKNGQRERVEDVPIPIYFPPESQRGLWGGEGWILGQIYANNDKLSKRLKKVWKPQLFEREFYSEILDKKFTVTVTMRTLDLIDEAYGLDFYILKTPKEDLCSKFGMDLKRGMLLRLARQDPQLHPEDPERRAAIYDKYKEFAIPEEEAEWVGLTLEEAIEKQRLLEEKDPVPLFKIYVAELIQQLQQQALSEPAVVQKRASGQ. Result: 0 (no interaction). (6) The miRNA is cel-miR-254-3p with sequence UGCAAAUCUUUCGCGAC. The protein sequence of the target gene is MAADDDNGDGTSLFDVFSASPLKNNDEGSLDIYAGLDSAVSDSASKSCVPSRNCLDLYEEILTEEGTAKEATYNDLQVEYGKCQLQMKELMKKFKEIQTQNFSLINENQSLKKNISALIKTARVEINRKDEEISNLHQRLSEFPHFRNNHKTARTFDTVKTKDLKSRSPHLDDCSKTDHRAKSDVSKDVHHSTSLPNLEKEGKPHSDKRSTSHLPTSVEKHCTNGVWSRSHYQVGEGSSNEDSRRGRKDIRHSQFNRGTERVRKDLSTGCGDGEPRILEASQRLQGHPEKYGKGEPKTES.... Result: 0 (no interaction). (7) The miRNA is hsa-miR-2053 with sequence GUGUUAAUUAAACCUCUAUUUAC. The protein sequence of the target gene is MSPPGKVPRKENLGLQCEWGSCSFVCSAMEEFFDHVTQHLQQHMHGSKEEEEEDPLEEEFSCLWQECGFCSLDSSADLIRHVYFHCYHTKLKQWGLQALQSQADLSPCILDFQSRNVIPDTPDHFLCLWEHCESVFDNPEWFYRHVDAHSLCCEYQAVSKDNHVVQCGWKGCTCTFKDRCKLREHLRSHTQEKVVACPTCGGMFANNTKFLDHIRRQTSLDQQRFQCSHCSKRFATERLLRDHMRNHVNHYKCPLCDMTCPLPSSLRNHMRFRHSEDRPYKCDCCDYSCKNLIDLRKHLD.... Result: 0 (no interaction).